This data is from Retrosynthesis with 50K atom-mapped reactions and 10 reaction types from USPTO. The task is: Predict the reactants needed to synthesize the given product. (1) Given the product O=c1c2cc(O)ccc2oc2c([N+](=O)[O-])ccc(Cl)c12, predict the reactants needed to synthesize it. The reactants are: COc1ccc2oc3c([N+](=O)[O-])ccc(Cl)c3c(=O)c2c1. (2) Given the product CC(C)(C)OC(=O)c1ccc(-c2cc(F)ccc2F)nc1, predict the reactants needed to synthesize it. The reactants are: CC(C)(C)OC(=O)c1ccc(Br)nc1.OB(O)c1cc(F)ccc1F. (3) Given the product CC(=O)NCc1ncc2sccn12, predict the reactants needed to synthesize it. The reactants are: CC(=O)OC(C)=O.NCc1ncc2sccn12. (4) The reactants are: CC1(C)CNc2ccc([N+](=O)[O-])cc21.CI. Given the product CN1CC(C)(C)c2cc([N+](=O)[O-])ccc21, predict the reactants needed to synthesize it. (5) Given the product COCC(=O)OCC(=O)[C@@]1(O)CC[C@H]2[C@@H]3CCC4=CC(=O)C=C[C@]4(C)[C@H]3[C@@H](O)C[C@@]21C, predict the reactants needed to synthesize it. The reactants are: COCC(=O)O.C[C@]12C[C@H](O)[C@H]3[C@@H](CCC4=CC(=O)C=C[C@@]43C)[C@@H]1CC[C@]2(O)C(=O)CO. (6) Given the product CCC(=O)Nc1cccc(C2CCN(CCCCCSc3ccccc3)CC2)c1, predict the reactants needed to synthesize it. The reactants are: CCC(=O)Nc1cccc(C2CCNCC2)c1.ClCCCCCSc1ccccc1.